From a dataset of Reaction yield outcomes from USPTO patents with 853,638 reactions. Predict the reaction yield, written as a fraction of the theoretical maximum amount of product (1.0 means a 100% yield; for example, 0.34 means a 34% yield). (1) The reactants are [CH:1]1([CH2:4][C:5](=O)/[C:6](/[C:11]2[CH:16]=[CH:15][N:14]=[C:13]([S:17][CH3:18])[N:12]=2)=[CH:7]\[N:8]([CH3:10])C)[CH2:3][CH2:2]1.[CH3:20][NH:21]C(N)=N.C([O-])([O-])=O.[K+].[K+].C[N:32](C=O)C. No catalyst specified. The product is [CH:1]1([CH2:4][C:5]2[C:6]([C:11]3[CH:16]=[CH:15][N:14]=[C:13]([S:17][CH3:18])[N:12]=3)=[CH:7][N:8]=[C:10]([NH:21][CH3:20])[N:32]=2)[CH2:2][CH2:3]1. The yield is 0.860. (2) The reactants are OS([O-])=O.[Na+].[CH:6]([C:8]1[CH:17]=[CH:16][C:11]([C:12]([O:14][CH3:15])=[O:13])=[CH:10][CH:9]=1)=O.[C:18]1([NH2:25])[C:19]([NH2:24])=[CH:20][CH:21]=[CH:22][CH:23]=1. The catalyst is C(O)C. The product is [NH:24]1[C:19]2[CH:20]=[CH:21][CH:22]=[CH:23][C:18]=2[N:25]=[C:6]1[C:8]1[CH:17]=[CH:16][C:11]([C:12]([O:14][CH3:15])=[O:13])=[CH:10][CH:9]=1. The yield is 1.00. (3) The reactants are Br[C:2]1[CH:26]=[CH:25][C:5]2[N:6]=[C:7]([O:9][CH:10]3[CH2:15][CH2:14][N:13]([C:16]4[N:21]=[CH:20][C:19]([CH2:22][CH2:23][CH3:24])=[CH:18][N:17]=4)[CH2:12][CH2:11]3)[S:8][C:4]=2[CH:3]=1.[N:27]1([C:33]([O:35][C:36]([CH3:39])([CH3:38])[CH3:37])=[O:34])[CH2:32][CH2:31][NH:30][CH2:29][CH2:28]1.CC(C)([O-])C.[Na+]. The catalyst is C1(C)C=CC=CC=1.O.C1C=CC(/C=C/C(/C=C/C2C=CC=CC=2)=O)=CC=1.C1C=CC(/C=C/C(/C=C/C2C=CC=CC=2)=O)=CC=1.C1C=CC(/C=C/C(/C=C/C2C=CC=CC=2)=O)=CC=1.[Pd].[Pd].C1C=CC(P(C2C(C3C(P(C4C=CC=CC=4)C4C=CC=CC=4)=CC=C4C=3C=CC=C4)=C3C(C=CC=C3)=CC=2)C2C=CC=CC=2)=CC=1. The product is [CH2:22]([C:19]1[CH:18]=[N:17][C:16]([N:13]2[CH2:14][CH2:15][CH:10]([O:9][C:7]3[S:8][C:4]4[CH:3]=[C:2]([N:30]5[CH2:29][CH2:28][N:27]([C:33]([O:35][C:36]([CH3:39])([CH3:38])[CH3:37])=[O:34])[CH2:32][CH2:31]5)[CH:26]=[CH:25][C:5]=4[N:6]=3)[CH2:11][CH2:12]2)=[N:21][CH:20]=1)[CH2:23][CH3:24]. The yield is 0.550. (4) The yield is 0.520. The reactants are [C:1]([O:5][C:6]([N:8]1[CH2:13][CH2:12][C:11](=O)[CH2:10][CH2:9]1)=[O:7])([CH3:4])([CH3:3])[CH3:2].[NH:15]1[CH2:20][CH2:19]OCC1.CC[N:23](CC)CC.[Cl:28][C:29]1[CH:37]=[CH:36]C(C(Cl)=O)=[CH:31][C:30]=1[CH3:38]. The catalyst is C1C=CC=CC=1.C(Cl)Cl.C1(C)C=CC(S(O)(=O)=O)=CC=1.CCOCC.O. The product is [C:1]([O:5][C:6]([N:8]1[CH2:13][CH2:12][C:11]2[NH:23][N:15]=[C:20]([C:19]3[CH:36]=[CH:37][C:29]([Cl:28])=[C:30]([CH3:38])[CH:31]=3)[C:10]=2[CH2:9]1)=[O:7])([CH3:4])([CH3:3])[CH3:2]. (5) The reactants are [C:1]([N:4]1[C:13]2[C:8](=[CH:9][C:10]([N:14]3[CH2:19][CH2:18][N:17](C(OC(C)(C)C)=O)[CH2:16][CH2:15]3)=[CH:11][CH:12]=2)[C@H:7]([NH:27][C:28]2[CH:33]=[CH:32][CH:31]=[CH:30][CH:29]=2)[C@@H:6]([CH3:34])[C@@H:5]1[CH:35]1[CH2:37][CH2:36]1)(=[O:3])[CH3:2].[ClH:38].C([O-])([O-])=O.[K+].[K+]. The catalyst is CO.O1CCOCC1.C(Cl)Cl.CCOCC. The product is [ClH:38].[CH:35]1([C@H:5]2[C@H:6]([CH3:34])[C@@H:7]([NH:27][C:28]3[CH:33]=[CH:32][CH:31]=[CH:30][CH:29]=3)[C:8]3[C:13](=[CH:12][CH:11]=[C:10]([N:14]4[CH2:19][CH2:18][NH:17][CH2:16][CH2:15]4)[CH:9]=3)[N:4]2[C:1](=[O:3])[CH3:2])[CH2:36][CH2:37]1. The yield is 0.660. (6) The reactants are Cl[CH2:2][CH2:3][CH2:4][N:5]1[C:14]2[C:9](=[CH:10][C:11]([F:15])=[CH:12][CH:13]=2)[CH2:8][CH2:7][C:6]1=[O:16].[CH2:17]([O:20][CH:21]1[CH2:26][CH2:25][NH:24][CH2:23][CH2:22]1)[CH2:18][CH3:19].C([O-])([O-])=O.[K+].[K+]. The product is [F:15][C:11]1[CH:10]=[C:9]2[C:14](=[CH:13][CH:12]=1)[N:5]([CH2:4][CH2:3][CH2:2][N:24]1[CH2:25][CH2:26][CH:21]([O:20][CH2:17][CH2:18][CH3:19])[CH2:22][CH2:23]1)[C:6](=[O:16])[CH2:7][CH2:8]2. The catalyst is CC#N. The yield is 0.470. (7) The reactants are [CH:1]([C:4]1[CH:9]=[C:8]([CH3:10])[CH:7]=[CH:6][C:5]=1[NH:11][C:12]([NH:14][C:15]([NH:17][CH2:18][C:19]1[CH:24]=[CH:23][C:22]([C:25]2[N:29]=[CH:28][N:27]([C:30]3[CH:35]=[CH:34][C:33]([O:36][C:37]([F:40])([F:39])[F:38])=[CH:32][CH:31]=3)[N:26]=2)=[CH:21][CH:20]=1)=[O:16])=[S:13])([CH3:3])[CH3:2].C([O-])(=O)C.[Na+].Cl[CH2:47][C:48](=O)[CH3:49].C(#N)C. The yield is 0.210. The catalyst is [Cl-].[Na+].O.ClCCl. The product is [CH:1]([C:4]1[CH:9]=[C:8]([CH3:10])[CH:7]=[CH:6][C:5]=1[N:11]1[C:48]([CH3:49])=[CH:47][S:13]/[C:12]/1=[N:14]\[C:15]([NH:17][CH2:18][C:19]1[CH:20]=[CH:21][C:22]([C:25]2[N:29]=[CH:28][N:27]([C:30]3[CH:31]=[CH:32][C:33]([O:36][C:37]([F:40])([F:39])[F:38])=[CH:34][CH:35]=3)[N:26]=2)=[CH:23][CH:24]=1)=[O:16])([CH3:3])[CH3:2]. (8) The reactants are C(O)(=O)C1C(=CC=CC=1)O.C(OO)(C)(C)C.C1(C)C=CC=CC=1.[C:24]1([S:30]([CH:33]([CH2:44][CH:45]=[C:46]([CH3:54])[CH2:47][CH2:48][CH:49]=[C:50]([CH3:53])[CH:51]=[O:52])[CH:34]=[C:35]([CH3:43])[CH2:36][CH2:37][CH:38]=[C:39]([CH3:42])[CH:40]=[O:41])(=[O:32])=[O:31])[CH:29]=[CH:28][CH:27]=[CH:26][CH:25]=1. The catalyst is C(Cl)Cl. The product is [C:24]1([S:30]([CH:33]([CH2:44][CH:45]=[C:46]([CH3:54])[CH2:47][CH2:48][CH:49]=[C:50]([CH3:53])[CH2:51][OH:52])[CH:34]=[C:35]([CH3:43])[CH2:36][CH2:37][CH:38]=[C:39]([CH3:42])[CH2:40][OH:41])(=[O:32])=[O:31])[CH:25]=[CH:26][CH:27]=[CH:28][CH:29]=1. The yield is 0.440. (9) The reactants are Br[C:2]1[CH:7]=[CH:6][CH:5]=[CH:4][N:3]=1.[Cl:8][C:9]1[CH:14]=[CH:13][C:12]([N:15]([C:23](=[O:28])[CH2:24][CH2:25][C:26]#[CH:27])[C:16](=[O:22])[O:17][C:18]([CH3:21])([CH3:20])[CH3:19])=[CH:11][CH:10]=1. The catalyst is C(N(CC)CC)C.[Cu]I.Cl[Pd](Cl)([P](C1C=CC=CC=1)(C1C=CC=CC=1)C1C=CC=CC=1)[P](C1C=CC=CC=1)(C1C=CC=CC=1)C1C=CC=CC=1. The product is [Cl:8][C:9]1[CH:10]=[CH:11][C:12]([N:15]([C:23](=[O:28])[CH2:24][CH2:25][C:26]#[C:27][C:2]2[CH:7]=[CH:6][CH:5]=[CH:4][N:3]=2)[C:16](=[O:22])[O:17][C:18]([CH3:19])([CH3:20])[CH3:21])=[CH:13][CH:14]=1. The yield is 0.550. (10) The reactants are [Cl:1][C:2]1[C:7]([C:8]([F:11])([F:10])[F:9])=[CH:6][CH:5]=[CH:4][C:3]=1[C:12]([N:14]1[CH2:19][CH2:18][C:17]2[CH:20]=[N:21][NH:22][C:16]=2[CH2:15]1)=[O:13].[I:23]N1C(=O)CCC1=O. The catalyst is CN(C=O)C. The product is [Cl:1][C:2]1[C:7]([C:8]([F:9])([F:11])[F:10])=[CH:6][CH:5]=[CH:4][C:3]=1[C:12]([N:14]1[CH2:19][CH2:18][C:17]2[C:20]([I:23])=[N:21][NH:22][C:16]=2[CH2:15]1)=[O:13]. The yield is 0.550.